This data is from Forward reaction prediction with 1.9M reactions from USPTO patents (1976-2016). The task is: Predict the product of the given reaction. (1) Given the reactants [CH2:1]([O:8][C:9]1[CH:18]=[C:17]2[C:12]([C:13]([OH:24])=[CH:14][C:15]([C:19]([O:21][CH2:22][CH3:23])=[O:20])=[CH:16]2)=[CH:11][CH:10]=1)[C:2]1[CH:7]=[CH:6][CH:5]=[CH:4][CH:3]=1.N1C=CC=CC=1.[O:31](S(C(F)(F)F)(=O)=O)[S:32]([C:35]([F:38])([F:37])[F:36])(=O)=[O:33].[NH4+].[Cl-], predict the reaction product. The product is: [CH2:1]([O:8][C:9]1[CH:18]=[C:17]2[C:12]([C:13]([O:24][S:32]([C:35]([F:38])([F:37])[F:36])(=[O:33])=[O:31])=[CH:14][C:15]([C:19]([O:21][CH2:22][CH3:23])=[O:20])=[CH:16]2)=[CH:11][CH:10]=1)[C:2]1[CH:3]=[CH:4][CH:5]=[CH:6][CH:7]=1. (2) The product is: [F:18][C:19]([F:32])([F:31])[S:20]([O:1][C:2]1[CH:7]=[CH:6][C:5]([C:8](=[O:10])[CH3:9])=[C:4]([CH3:11])[CH:3]=1)(=[O:22])=[O:21]. Given the reactants [OH:1][C:2]1[CH:7]=[CH:6][C:5]([C:8](=[O:10])[CH3:9])=[C:4]([CH3:11])[CH:3]=1.N1C=CC=CC=1.[F:18][C:19]([F:32])([F:31])[S:20](O[S:20]([C:19]([F:32])([F:31])[F:18])(=[O:22])=[O:21])(=[O:22])=[O:21], predict the reaction product. (3) Given the reactants [H-].[Na+].[NH:3]1[CH:7]=[CH:6][N:5]=[CH:4]1.FC(F)(F)S(O[CH2:14][C:15]([CH3:37])([O:17][C:18]1[CH:27]=[CH:26][C:25]2[C:24](=[O:28])[CH2:23][CH2:22][CH2:21][C:20]=2[C:19]=1[CH2:29][CH2:30][C:31]1[CH:36]=[CH:35][CH:34]=[CH:33][CH:32]=1)[CH3:16])(=O)=O, predict the reaction product. The product is: [N:3]1([CH2:14][C:15]([CH3:37])([CH3:16])[O:17][C:18]2[C:19]([CH2:29][CH2:30][C:31]3[CH:32]=[CH:33][CH:34]=[CH:35][CH:36]=3)=[C:20]3[C:25](=[CH:26][CH:27]=2)[C:24](=[O:28])[CH2:23][CH2:22][CH2:21]3)[CH:7]=[CH:6][N:5]=[CH:4]1. (4) Given the reactants [CH3:1][O:2][C@@H:3]([C@@H:21]1[CH2:25][CH2:24][CH2:23][N:22]1[C:26](=[O:45])[CH2:27][C@@H:28]([O:43][CH3:44])[C@@H:29]([N:34]([CH3:42])[C:35](=[O:41])[C@H:36]([CH:38]([CH3:40])[CH3:39])[NH2:37])[C@@H:30]([CH3:33])[CH2:31][CH3:32])[C@@H:4]([CH3:20])[C:5]([NH:7][C@H:8]([C:16]([O:18][CH3:19])=[O:17])[CH2:9][C:10]1[CH:15]=[CH:14][CH:13]=[CH:12][CH:11]=1)=[O:6].C(OC([N:53]1[CH2:60][CH2:59][CH2:58][C@:54]1([CH3:61])[C:55](O)=[O:56])=O)(C)(C)C.CN(C(ON1N=NC2C=CC=NC1=2)=[N+](C)C)C.F[P-](F)(F)(F)(F)F.CCN(C(C)C)C(C)C.[C:95]([OH:101])([C:97]([F:100])([F:99])[F:98])=[O:96], predict the reaction product. The product is: [F:98][C:97]([F:100])([F:99])[C:95]([OH:101])=[O:96].[CH3:61][C@:54]1([C:55]([NH:37][C@H:36]([C:35]([N:34]([C@@H:29]([C@@H:30]([CH3:33])[CH2:31][CH3:32])[C@H:28]([O:43][CH3:44])[CH2:27][C:26]([N:22]2[CH2:23][CH2:24][CH2:25][C@H:21]2[C@H:3]([O:2][CH3:1])[C@@H:4]([CH3:20])[C:5]([NH:7][C@@H:8]([CH2:9][C:10]2[CH:11]=[CH:12][CH:13]=[CH:14][CH:15]=2)[C:16]([O:18][CH3:19])=[O:17])=[O:6])=[O:45])[CH3:42])=[O:41])[CH:38]([CH3:39])[CH3:40])=[O:56])[CH2:58][CH2:59][CH2:60][NH:53]1. (5) Given the reactants Cl.[F:2][C:3]([C:17]1[N:22]=[C:21]([O:23]C)[CH:20]=[C:19]([N:25]2[CH2:30][CH2:29][O:28][CH2:27][CH2:26]2)[N:18]=1)([CH3:16])[C:4]([N:6]1[C:14]2[C:9](=[C:10]([F:15])[CH:11]=[CH:12][CH:13]=2)[CH2:8][CH2:7]1)=[O:5], predict the reaction product. The product is: [F:2][C:3]([C:17]1[NH:22][C:21](=[O:23])[CH:20]=[C:19]([N:25]2[CH2:30][CH2:29][O:28][CH2:27][CH2:26]2)[N:18]=1)([CH3:16])[C:4]([N:6]1[C:14]2[C:9](=[C:10]([F:15])[CH:11]=[CH:12][CH:13]=2)[CH2:8][CH2:7]1)=[O:5]. (6) Given the reactants [OH-].[Na+].[CH3:3][C:4]1[CH:5]=[C:6]([CH2:11][C:12]([NH:14][CH:15]([CH2:20][C:21]2[CH:26]=[CH:25][CH:24]=[CH:23][CH:22]=2)[C:16]([O:18]C)=[O:17])=[O:13])[CH:7]=[C:8]([CH3:10])[CH:9]=1, predict the reaction product. The product is: [CH3:3][C:4]1[CH:5]=[C:6]([CH2:11][C:12]([NH:14][CH:15]([CH2:20][C:21]2[CH:22]=[CH:23][CH:24]=[CH:25][CH:26]=2)[C:16]([OH:18])=[O:17])=[O:13])[CH:7]=[C:8]([CH3:10])[CH:9]=1. (7) Given the reactants [C:1]([NH:5][C:6]1[CH:15]=[CH:14][C:9]([C:10]([O:12]C)=[O:11])=[CH:8][C:7]=1[N+:16]([O-:18])=[O:17])(=[O:4])[CH:2]=[CH2:3].[Li+].[OH-].Cl, predict the reaction product. The product is: [C:1]([NH:5][C:6]1[CH:15]=[CH:14][C:9]([C:10]([OH:12])=[O:11])=[CH:8][C:7]=1[N+:16]([O-:18])=[O:17])(=[O:4])[CH:2]=[CH2:3].